Dataset: Peptide-MHC class I binding affinity with 185,985 pairs from IEDB/IMGT. Task: Regression. Given a peptide amino acid sequence and an MHC pseudo amino acid sequence, predict their binding affinity value. This is MHC class I binding data. The peptide sequence is AELYRLEL. The MHC is H-2-Kk with pseudo-sequence H-2-Kk. The binding affinity (normalized) is 0.503.